Dataset: Peptide-MHC class II binding affinity with 134,281 pairs from IEDB. Task: Regression. Given a peptide amino acid sequence and an MHC pseudo amino acid sequence, predict their binding affinity value. This is MHC class II binding data. (1) The peptide sequence is DGPIRRNPAGNVARP. The MHC is DRB1_1302 with pseudo-sequence DRB1_1302. The binding affinity (normalized) is 0.720. (2) The peptide sequence is LKAEAQMSIQLINKA. The MHC is DRB1_0404 with pseudo-sequence DRB1_0404. The binding affinity (normalized) is 0.332. (3) The peptide sequence is VNKMLAVLDTNILWV. The MHC is HLA-DQA10301-DQB10302 with pseudo-sequence HLA-DQA10301-DQB10302. The binding affinity (normalized) is 0.301. (4) The peptide sequence is PTIGVGGNFAGGGFG. The MHC is DRB4_0101 with pseudo-sequence DRB4_0103. The binding affinity (normalized) is 0. (5) The peptide sequence is LRDDQRKVFRELVRN. The MHC is DRB1_0301 with pseudo-sequence DRB1_0301. The binding affinity (normalized) is 0.669.